Predict which catalyst facilitates the given reaction. From a dataset of Catalyst prediction with 721,799 reactions and 888 catalyst types from USPTO. Reactant: [N+:1]([CH2:4][CH2:5][CH:6]1[O:10][CH2:9][CH2:8][O:7]1)([O-:3])=[O:2].[F:11][C:12]1[CH:19]=[CH:18][C:15]([CH:16]=O)=[CH:14][CH:13]=1.N1CCCCC1. Product: [F:11][C:12]1[CH:19]=[CH:18][C:15](/[CH:16]=[C:4](\[N+:1]([O-:3])=[O:2])/[CH2:5][CH:6]2[O:10][CH2:9][CH2:8][O:7]2)=[CH:14][CH:13]=1. The catalyst class is: 11.